From a dataset of Forward reaction prediction with 1.9M reactions from USPTO patents (1976-2016). Predict the product of the given reaction. (1) Given the reactants [CH3:1][O:2][C:3]1[CH:4]=[C:5]2[C:10](=[CH:11][C:12]=1[O:13][CH3:14])[N:9]=[CH:8][N:7]=[C:6]2[N:15]1[CH2:20][CH2:19][C:18]2[NH:21][N:22]=[C:23]([CH2:24][OH:25])[C:17]=2[CH2:16]1.[CH3:26]C(C)([O-])C.[Na+].CI, predict the reaction product. The product is: [CH3:1][O:2][C:3]1[CH:4]=[C:5]2[C:10](=[CH:11][C:12]=1[O:13][CH3:14])[N:9]=[CH:8][N:7]=[C:6]2[N:15]1[CH2:20][CH2:19][C:18]2[N:21]([CH3:26])[N:22]=[C:23]([CH2:24][OH:25])[C:17]=2[CH2:16]1. (2) Given the reactants [Cl:1][C:2]1[C:3]([CH3:35])=[C:4]([NH:8][C:9]2[N:14]3[N:15]=[CH:16][C:17]([C:18](O)=[O:19])=[C:13]3[N:12]=[CH:11][C:10]=2[C:21]([N:23]2[CH2:28][CH2:27][CH:26]([C:29]3[CH:34]=[CH:33][CH:32]=[CH:31][CH:30]=3)[CH2:25][CH2:24]2)=[O:22])[CH:5]=[CH:6][CH:7]=1.[CH2:36]([S:38]([NH2:41])(=[O:40])=[O:39])[CH3:37], predict the reaction product. The product is: [Cl:1][C:2]1[C:3]([CH3:35])=[C:4]([NH:8][C:9]2[N:14]3[N:15]=[CH:16][C:17]([C:18]([NH:41][S:38]([CH2:36][CH3:37])(=[O:40])=[O:39])=[O:19])=[C:13]3[N:12]=[CH:11][C:10]=2[C:21]([N:23]2[CH2:28][CH2:27][CH:26]([C:29]3[CH:30]=[CH:31][CH:32]=[CH:33][CH:34]=3)[CH2:25][CH2:24]2)=[O:22])[CH:5]=[CH:6][CH:7]=1.